This data is from Full USPTO retrosynthesis dataset with 1.9M reactions from patents (1976-2016). The task is: Predict the reactants needed to synthesize the given product. (1) Given the product [S:1]1[C:5]2[CH:6]=[CH:7][CH:8]=[CH:9][C:4]=2[NH:3][C:2]1=[C:10]([C:11]1[N:13]=[C:20]([C:21]([CH3:22])([CH3:23])[CH3:24])[CH:19]=[C:18]([C:17]([F:16])([F:27])[F:28])[N:12]=1)[C:14]#[N:15], predict the reactants needed to synthesize it. The reactants are: [S:1]1[C:5]2[CH:6]=[CH:7][CH:8]=[CH:9][C:4]=2[NH:3][C:2]1=[C:10]([C:14]#[N:15])[C:11]([NH2:13])=[NH:12].[F:16][C:17]([F:28])([F:27])[C:18](=O)[CH2:19][C:20](=O)[C:21]([CH3:24])([CH3:23])[CH3:22].[O-]CC.[Na+]. (2) Given the product [CH3:11][O:12][N:13]=[C:9]1[C:5]2[CH:4]=[CH:3][N:2]=[N:1][C:6]=2[O:7][CH2:8]1, predict the reactants needed to synthesize it. The reactants are: [N:1]1[C:6]2[O:7][CH2:8][C:9](=O)[C:5]=2[CH:4]=[CH:3][N:2]=1.[CH3:11][O:12][NH2:13].CC([O-])=O.[Na+]. (3) Given the product [Cl:1][C:2]1[CH:3]=[C:4]2[C:10]([C:31]3[N:36]=[C:35]([NH:37][C@H:38]4[CH2:48][CH2:47][CH2:46][C:40]5([CH2:44][NH:43][C:42](=[O:45])[CH2:41]5)[CH2:39]4)[C:34]([F:49])=[CH:33][N:32]=3)=[CH:9][N:8]([S:20]([C:23]3[CH:24]=[CH:25][C:26]([CH3:29])=[CH:27][CH:28]=3)(=[O:22])=[O:21])[C:5]2=[N:6][CH:7]=1, predict the reactants needed to synthesize it. The reactants are: [Cl:1][C:2]1[CH:3]=[C:4]2[C:10](B3OC(C)(C)C(C)(C)O3)=[CH:9][N:8]([S:20]([C:23]3[CH:28]=[CH:27][C:26]([CH3:29])=[CH:25][CH:24]=3)(=[O:22])=[O:21])[C:5]2=[N:6][CH:7]=1.Cl[C:31]1[N:36]=[C:35]([NH:37][C@H:38]2[CH2:48][CH2:47][CH2:46][C:40]3([CH2:44][NH:43][C:42](=[O:45])[CH2:41]3)[CH2:39]2)[C:34]([F:49])=[CH:33][N:32]=1.C([O-])([O-])=O.[Na+].[Na+]. (4) Given the product [Cl:1][C:2]1[CH:7]=[CH:6][N:5]=[C:4]2[CH:8]=[C:9]([C:11]3[S:12][C:13]([C:17]([N:20]4[CH2:25][CH2:24][O:23][CH2:22][CH2:21]4)=[O:18])=[C:14]([CH3:16])[N:15]=3)[S:10][C:3]=12, predict the reactants needed to synthesize it. The reactants are: [Cl:1][C:2]1[CH:7]=[CH:6][N:5]=[C:4]2[CH:8]=[C:9]([C:11]3[S:12][C:13]([C:17](Cl)=[O:18])=[C:14]([CH3:16])[N:15]=3)[S:10][C:3]=12.[NH:20]1[CH2:25][CH2:24][O:23][CH2:22][CH2:21]1. (5) Given the product [CH:1]1([C:4]2[CH:9]=[CH:8][N:7]=[C:6]([NH:10][C:11]3[N:16]=[C:15]([C:17]4[S:21][C:20]([C:22]([C@H:26]5[CH2:27][CH2:28][C@H:29]([C:32]([OH:34])=[O:33])[CH2:30][CH2:31]5)([OH:25])[CH2:23][CH3:24])=[N:19][CH:18]=4)[CH:14]=[C:13]([CH3:36])[CH:12]=3)[CH:5]=2)[CH2:2][CH2:3]1, predict the reactants needed to synthesize it. The reactants are: [CH:1]1([C:4]2[CH:9]=[CH:8][N:7]=[C:6]([NH:10][C:11]3[N:16]=[C:15]([C:17]4[S:21][C:20]([C:22]([C@H:26]5[CH2:31][CH2:30][C@H:29]([C:32]([O:34]C)=[O:33])[CH2:28][CH2:27]5)([OH:25])[CH2:23][CH3:24])=[N:19][CH:18]=4)[CH:14]=[C:13]([CH3:36])[CH:12]=3)[CH:5]=2)[CH2:3][CH2:2]1.[OH-].[K+].CO.Cl. (6) Given the product [CH3:33][O:32][C:10]1[CH:11]=[C:12]([CH2:13][CH2:14][N:15]2[CH2:16][CH2:17][N:18]([CH2:21][CH2:22][CH2:23][C:24]3[CH:29]=[CH:28][CH:27]=[CH:26][CH:25]=3)[CH2:19][CH2:20]2)[CH:30]=[CH:31][C:9]=1[OH:8], predict the reactants needed to synthesize it. The reactants are: C([O:8][C:9]1[CH:31]=[CH:30][C:12]([CH2:13][CH2:14][N:15]2[CH2:20][CH2:19][N:18]([CH2:21][CH2:22][CH2:23][C:24]3[CH:29]=[CH:28][CH:27]=[CH:26][CH:25]=3)[CH2:17][CH2:16]2)=[CH:11][C:10]=1[O:32][CH3:33])C1C=CC=CC=1.